From a dataset of Catalyst prediction with 721,799 reactions and 888 catalyst types from USPTO. Predict which catalyst facilitates the given reaction. (1) Reactant: [CH:1]1([C:6]#[N:7])[CH2:5][CH2:4][CH2:3][CH2:2]1.[Cl:8][C:9]1[CH:14]=[CH:13][CH:12]=[C:11](F)[N:10]=1.C[Si]([N-][Si](C)(C)C)(C)C.[Na+].O. Product: [Cl:8][C:9]1[N:10]=[C:11]([C:1]2([C:6]#[N:7])[CH2:5][CH2:4][CH2:3][CH2:2]2)[CH:12]=[CH:13][CH:14]=1. The catalyst class is: 247. (2) Reactant: [N:1]1([C:7]2[N:8]=[C:9]([CH2:14][C:15]([O-:17])=O)[NH:10][C:11](=[O:13])[CH:12]=2)[CH2:6][CH2:5][O:4][CH2:3][CH2:2]1.[Na+].[NH2:19][C:20]1[C:21]([OH:28])=[C:22]([CH:25]=[CH:26][CH:27]=1)[C:23]#[N:24].Cl.CN(C)CCCN=C=NCC. Product: [C:23]([C:22]1[C:21]([OH:28])=[C:20]([NH:19][C:15](=[O:17])[CH2:14][C:9]2[NH:10][C:11](=[O:13])[CH:12]=[C:7]([N:1]3[CH2:2][CH2:3][O:4][CH2:5][CH2:6]3)[N:8]=2)[CH:27]=[CH:26][CH:25]=1)#[N:24]. The catalyst class is: 672.